Predict the product of the given reaction. From a dataset of Forward reaction prediction with 1.9M reactions from USPTO patents (1976-2016). (1) Given the reactants [CH:1](=[C:8]1[CH:16](Br)[C:15]2[C:10](=[CH:11][CH:12]=[CH:13][CH:14]=2)[C:9]1=[O:18])[C:2]1[CH:7]=[CH:6][CH:5]=[CH:4][CH:3]=1.[CH:19]1([NH2:26])[CH2:25][CH2:24][CH2:23][CH2:22][CH2:21][CH2:20]1, predict the reaction product. The product is: [CH:1](=[C:8]1[CH:16]([NH:26][CH:19]2[CH2:25][CH2:24][CH2:23][CH2:22][CH2:21][CH2:20]2)[C:15]2[C:10](=[CH:11][CH:12]=[CH:13][CH:14]=2)[C:9]1=[O:18])[C:2]1[CH:7]=[CH:6][CH:5]=[CH:4][CH:3]=1. (2) Given the reactants [Br:1][C:2]1[CH:3]=[C:4]([C:9]([O:11][CH3:12])=[O:10])[CH:5]=[N:6][C:7]=1Cl.[Na+].[I-:14], predict the reaction product. The product is: [Br:1][C:2]1[CH:3]=[C:4]([C:9]([O:11][CH3:12])=[O:10])[CH:5]=[N:6][C:7]=1[I:14]. (3) Given the reactants [N:1]([CH:4]([C:6]1[N:7]([C:15]2[CH:20]=[CH:19][CH:18]=[C:17]([F:21])[CH:16]=2)[C:8]2[C:13]([CH:14]=1)=[CH:12][CH:11]=[CH:10][CH:9]=2)[CH3:5])=[N+]=[N-].CP(C)C, predict the reaction product. The product is: [F:21][C:17]1[CH:16]=[C:15]([N:7]2[C:8]3[C:13](=[CH:12][CH:11]=[CH:10][CH:9]=3)[CH:14]=[C:6]2[CH:4]([NH2:1])[CH3:5])[CH:20]=[CH:19][CH:18]=1. (4) The product is: [CH3:12][C:11]1[NH:10][N:9]=[CH:8][C:7]=1[C:5]1[S:4][C:3]2[C:13](=[O:14])[NH:15][C:26]3([CH2:25][CH2:24][CH:23]([NH:22][C:16]4[CH:17]=[CH:18][CH:19]=[CH:20][CH:21]=4)[CH2:32][CH2:31]3)[NH:1][C:2]=2[CH:6]=1. Given the reactants [NH2:1][C:2]1[CH:6]=[C:5]([C:7]2[CH:8]=[N:9][NH:10][C:11]=2[CH3:12])[S:4][C:3]=1[C:13]([NH2:15])=[O:14].[C:16]1([NH:22][CH:23]2[CH2:32][CH2:31][C:26]3(OCCO3)[CH2:25][CH2:24]2)[CH:21]=[CH:20][CH:19]=[CH:18][CH:17]=1.CC1(C)C2(CS(O)(=O)=O)C(CC1CC2)=O.[O-]S([O-])(=O)=O.[Mg+2].C([O-])(O)=O.[Na+], predict the reaction product. (5) Given the reactants Br[C:2]1[CH:11]=[C:10]2[C:5]([C:6](Cl)=[C:7]([N+:12]([O-:14])=[O:13])[CH:8]=[N:9]2)=[CH:4][CH:3]=1.[CH3:16][O:17][C:18]1[CH:23]=[C:22]([C:24]([F:27])([F:26])[F:25])[CH:21]=[CH:20][C:19]=1B(O)O.C(=O)([O-])[O-].[K+].[K+].CCN(C(C)C)C(C)C.[CH2:46]([SH:53])[C:47]1[CH:52]=[CH:51][CH:50]=[CH:49][CH:48]=1, predict the reaction product. The product is: [CH2:46]([S:53][C:2]1[CH:11]=[C:10]2[C:5]([C:6]([C:19]3[CH:20]=[CH:21][C:22]([C:24]([F:27])([F:26])[F:25])=[CH:23][C:18]=3[O:17][CH3:16])=[C:7]([N+:12]([O-:14])=[O:13])[CH:8]=[N:9]2)=[CH:4][CH:3]=1)[C:47]1[CH:52]=[CH:51][CH:50]=[CH:49][CH:48]=1. (6) Given the reactants NC1C=CC([C:8]2[CH:9]=[C:10]3[C:14](=[CH:15][CH:16]=2)[C:13](=[O:17])[N:12]([C@@H:18]([CH:23]([CH3:25])[CH3:24])[C:19]([O:21][CH3:22])=[O:20])[CH2:11]3)=CC=1.[N:26]1[CH:31]=[CH:30][CH:29]=[CH:28][CH:27]=1.[C:32]1([S:38](Cl)(=[O:40])=[O:39])[CH:37]=[CH:36][CH:35]=[CH:34][CH:33]=1.Cl[CH2:43]Cl, predict the reaction product. The product is: [CH3:24][CH:23]([CH3:25])[C@H:18]([N:12]1[CH2:11][C:10]2[C:14](=[CH:15][C:16]([C:28]3[CH:29]=[CH:30][C:31]([NH:26][S:38]([C:32]4[CH:37]=[CH:36][CH:35]=[CH:34][CH:33]=4)(=[O:40])=[O:39])=[CH:43][CH:27]=3)=[CH:8][CH:9]=2)[C:13]1=[O:17])[C:19]([O:21][CH3:22])=[O:20]. (7) Given the reactants [C:1]([O:4][C@@H:5]1[C@@H:9]([Br:10])[C@@H:8]([CH2:11][O:12][C:13](=[O:15])[CH3:14])[O:7][C@H:6]1[N:16]1[CH:26]=[CH:25][C:20](NC(=O)C)=[N:19][C:17]1=[O:18])(=[O:3])[CH3:2].C(O)(=[O:29])C, predict the reaction product. The product is: [C:1]([O:4][C@@H:5]1[C@H:9]([Br:10])[C@@H:8]([CH2:11][O:12][C:13](=[O:15])[CH3:14])[O:7][C@H:6]1[N:16]1[CH:26]=[CH:25][C:20](=[O:29])[NH:19][C:17]1=[O:18])(=[O:3])[CH3:2]. (8) Given the reactants [OH:1][CH2:2][C:3]1[N:7]([CH2:8][CH2:9][CH3:10])[C:6](=[O:11])[N:5]([CH2:12][C:13]2[CH:18]=[CH:17][C:16]([CH3:19])=[CH:15][CH:14]=2)[N:4]=1, predict the reaction product. The product is: [CH3:19][C:16]1[CH:17]=[CH:18][C:13]([CH2:12][N:5]2[C:6](=[O:11])[N:7]([CH2:8][CH2:9][CH3:10])[C:3]([CH:2]=[O:1])=[N:4]2)=[CH:14][CH:15]=1.